Dataset: Forward reaction prediction with 1.9M reactions from USPTO patents (1976-2016). Task: Predict the product of the given reaction. (1) Given the reactants [CH3:1][C:2]([Si:5]([CH3:36])([CH3:35])[O:6][C@H:7]1[CH2:12][C@@H:11]([CH2:13][N:14]2C(=O)C3C(=CC=CC=3)C2=O)[CH2:10][N:9]([C:25]([O:27][CH2:28][C:29]2[CH:34]=[CH:33][CH:32]=[CH:31][CH:30]=2)=[O:26])[CH2:8]1)([CH3:4])[CH3:3].NN, predict the reaction product. The product is: [NH2:14][CH2:13][C@H:11]1[CH2:12][C@@H:7]([O:6][Si:5]([C:2]([CH3:1])([CH3:4])[CH3:3])([CH3:36])[CH3:35])[CH2:8][N:9]([C:25]([O:27][CH2:28][C:29]2[CH:30]=[CH:31][CH:32]=[CH:33][CH:34]=2)=[O:26])[CH2:10]1. (2) Given the reactants C1(C#C)C=CC=CC=1.C([Li])CCC.[C:14]([O:18][C:19]([N:21]1[CH2:25][C@@H:24](Cl)[CH2:23][C@H:22]1C=O)=[O:20])([CH3:17])([CH3:16])[CH3:15].OS([O-])(=O)=O.[K+], predict the reaction product. The product is: [C:14]([O:18][C:19]([N:21]1[CH2:25][CH2:24][CH2:23][CH2:22]1)=[O:20])([CH3:17])([CH3:15])[CH3:16]. (3) Given the reactants CC(C[AlH]CC(C)C)C.[Cl:10][C:11]1[C:12]([C:21]2[CH:22]=[N:23][C:24]([C:27]([F:30])([F:29])[F:28])=[N:25][CH:26]=2)=[CH:13][C:14]([C:17](OC)=[O:18])=[N:15][CH:16]=1, predict the reaction product. The product is: [Cl:10][C:11]1[C:12]([C:21]2[CH:26]=[N:25][C:24]([C:27]([F:29])([F:30])[F:28])=[N:23][CH:22]=2)=[CH:13][C:14]([CH:17]=[O:18])=[N:15][CH:16]=1. (4) Given the reactants C(O[C@@H:5]1[CH2:9][N:8]([CH:10]2[CH2:15][CH2:14]O[CH2:12][CH2:11]2)[CH2:7][C@H:6]1[NH:16][C:17](=[O:32])[CH2:18][NH:19][C:20](=[O:31])[C:21]1[CH:26]=[CH:25][CH:24]=[C:23]([C:27]([F:30])([F:29])[F:28])[CH:22]=1)C=C.[S:33]1CCC(=O)CC1.O1CCC(=O)CC1, predict the reaction product. The product is: [O:32]=[C:17]([NH:16][CH:6]1[CH2:5][CH2:9][N:8]([CH:10]2[CH2:15][CH2:14][S:33][CH2:12][CH2:11]2)[CH2:7]1)[CH2:18][NH:19][C:20](=[O:31])[C:21]1[CH:26]=[CH:25][CH:24]=[C:23]([C:27]([F:30])([F:29])[F:28])[CH:22]=1. (5) Given the reactants [CH3:1][Si:2]([CH3:31])([CH3:30])[CH2:3][CH2:4][O:5][CH2:6][N:7]1[CH:11]=[CH:10][N:9]=[C:8]1[CH2:12][CH:13]([CH2:16][C:17]1[N:18]([CH2:22][O:23][CH2:24][CH2:25][Si:26]([CH3:29])([CH3:28])[CH3:27])[CH:19]=[CH:20][N:21]=1)[CH2:14][NH2:15].[CH2:32]([N:36]1[CH2:54][CH2:53][C:39]2([CH2:43][N:42]([CH2:44][C:45]3[CH:52]=[CH:51][C:48]([CH:49]=O)=[CH:47][CH:46]=3)[CH2:41][CH2:40]2)[CH2:38][CH2:37]1)[CH:33]([CH3:35])[CH3:34], predict the reaction product. The product is: [CH2:32]([N:36]1[CH2:54][CH2:53][C:39]2([CH2:43][N:42]([CH2:44][C:45]3[CH:46]=[CH:47][C:48]([CH2:49][NH:15][CH2:14][CH:13]([CH2:16][C:17]4[N:18]([CH2:22][O:23][CH2:24][CH2:25][Si:26]([CH3:28])([CH3:27])[CH3:29])[CH:19]=[CH:20][N:21]=4)[CH2:12][C:8]4[N:7]([CH2:6][O:5][CH2:4][CH2:3][Si:2]([CH3:1])([CH3:30])[CH3:31])[CH:11]=[CH:10][N:9]=4)=[CH:51][CH:52]=3)[CH2:41][CH2:40]2)[CH2:38][CH2:37]1)[CH:33]([CH3:35])[CH3:34]. (6) Given the reactants F[C:2]1[CH:7]=[CH:6][C:5]([C:8]2[O:9][C:10]3[CH:16]=[CH:15][CH:14]=[CH:13][C:11]=3[N:12]=2)=[CH:4][C:3]=1[N+:17]([O-])=O.C(=O)([O-])O.[Na+].[CH3:25][O:26][C:27]1[C:28]([NH2:33])=[CH:29][CH:30]=[CH:31][CH:32]=1.[H][H], predict the reaction product. The product is: [CH3:25][O:26][C:27]1[CH:32]=[CH:31][CH:30]=[CH:29][C:28]=1[NH:33][C:2]1[CH:7]=[CH:6][C:5]([C:8]2[O:9][C:10]3[CH:16]=[CH:15][CH:14]=[CH:13][C:11]=3[N:12]=2)=[CH:4][C:3]=1[NH2:17].